This data is from Full USPTO retrosynthesis dataset with 1.9M reactions from patents (1976-2016). The task is: Predict the reactants needed to synthesize the given product. (1) Given the product [CH3:1][O:2][C:3]1[CH:4]=[C:5]([C:15]2[O:19][C:18]([CH:20]=[O:21])=[CH:17][CH:16]=2)[CH:6]=[CH:7][C:8]=1[O:9][CH3:10], predict the reactants needed to synthesize it. The reactants are: [CH3:1][O:2][C:3]1[CH:4]=[C:5](B(O)O)[CH:6]=[CH:7][C:8]=1[O:9][CH3:10].Br[C:15]1[O:19][C:18]([CH:20]=[O:21])=[CH:17][CH:16]=1. (2) Given the product [N+:33]([C:28]1[CH:29]=[CH:30][CH:31]=[CH:32][C:27]=1[C:24]1[CH:23]=[CH:22][C:21]([N:10]2[C:9]3[CH:8]=[C:7]([C:2]4[CH:3]=[CH:4][CH:5]=[CH:6][N:1]=4)[CH:19]=[CH:18][C:17]=3[C:16]3[C:11]2=[CH:12][CH:13]=[CH:14][CH:15]=3)=[CH:26][CH:25]=1)([O-:35])=[O:34], predict the reactants needed to synthesize it. The reactants are: [N:1]1[CH:6]=[CH:5][CH:4]=[CH:3][C:2]=1[C:7]1[CH:19]=[CH:18][C:17]2[C:16]3[C:11](=[CH:12][CH:13]=[CH:14][CH:15]=3)[NH:10][C:9]=2[CH:8]=1.I[C:21]1[CH:26]=[CH:25][C:24]([C:27]2[CH:32]=[CH:31][CH:30]=[CH:29][C:28]=2[N+:33]([O-:35])=[O:34])=[CH:23][CH:22]=1.[C@@H]1(N)CCCC[C@H]1N.[O-]P([O-])([O-])=O.[K+].[K+].[K+]. (3) The reactants are: C([O:3][C:4]([C:6]1[CH:15]=[C:14]2[C:9]([C:10]([O:16][C:17]3[CH:22]=[CH:21][C:20]([CH2:23][C@H:24]([NH:27][CH2:28][C@H:29]([OH:38])[CH2:30][O:31][C:32]4[CH:37]=[CH:36][CH:35]=[CH:34][CH:33]=4)[CH2:25][OH:26])=[CH:19][CH:18]=3)=[CH:11][CH:12]=[N:13]2)=[CH:8][CH:7]=1)=[O:5])C.[OH-].[Na+:40]. Given the product [OH:26][CH2:25][C@@H:24]([NH:27][CH2:28][C@H:29]([OH:38])[CH2:30][O:31][C:32]1[CH:33]=[CH:34][CH:35]=[CH:36][CH:37]=1)[CH2:23][C:20]1[CH:21]=[CH:22][C:17]([O:16][C:10]2[C:9]3[C:14](=[CH:15][C:6]([C:4]([O-:5])=[O:3])=[CH:7][CH:8]=3)[N:13]=[CH:12][CH:11]=2)=[CH:18][CH:19]=1.[Na+:40], predict the reactants needed to synthesize it.